This data is from Full USPTO retrosynthesis dataset with 1.9M reactions from patents (1976-2016). The task is: Predict the reactants needed to synthesize the given product. (1) Given the product [F:38][C:11]([F:37])([CH2:10][N:9]1[CH2:4][CH2:5][O:1][CH2:2][CH2:3]1)[CH2:12][NH:13][C:14](=[O:36])[C:15]1[CH:20]=[CH:19][C:18]([F:21])=[C:17]([NH:22][CH2:23][C:24]2[S:28][C:27]([NH:29][C:30]3[CH:35]=[CH:34][CH:33]=[CH:32][N:31]=3)=[N:26][CH:25]=2)[CH:16]=1, predict the reactants needed to synthesize it. The reactants are: [O:1]1[CH:5]=[CH:4][CH2:3][CH2:2]1.O=[O+][O-].[NH2:9][CH2:10][C:11]([F:38])([F:37])[CH2:12][NH:13][C:14](=[O:36])[C:15]1[CH:20]=[CH:19][C:18]([F:21])=[C:17]([NH:22][CH2:23][C:24]2[S:28][C:27]([NH:29][C:30]3[CH:35]=[CH:34][CH:33]=[CH:32][N:31]=3)=[N:26][CH:25]=2)[CH:16]=1.[BH-](OC(C)=O)(OC(C)=O)OC(C)=O.[Na+]. (2) Given the product [Cl:24][C:25]1[CH:30]=[CH:29][C:28]([CH:31]2[C:32]3[C:47]([CH2:48][CH3:49])=[N:3][N:2]([C:4]4[C:5]([O:12][CH3:13])=[N:6][C:7]([O:10][CH3:11])=[N:8][CH:9]=4)[C:33]=3[C:34](=[O:45])[N:35]2[C:36]2[CH:41]=[C:40]([CH3:42])[C:39](=[O:43])[N:38]([CH3:44])[CH:37]=2)=[CH:27][CH:26]=1, predict the reactants needed to synthesize it. The reactants are: Cl.[NH:2]([C:4]1[C:5]([O:12][CH3:13])=[N:6][C:7]([O:10][CH3:11])=[N:8][CH:9]=1)[NH2:3].CC([O-])=O.[Na+].S(=O)(=O)(O)N.[Cl:24][C:25]1[CH:30]=[CH:29][C:28]([CH:31]2[N:35]([C:36]3[CH:41]=[C:40]([CH3:42])[C:39](=[O:43])[N:38]([CH3:44])[CH:37]=3)[C:34](=[O:45])[C:33](=O)[CH:32]2[C:47](=O)[CH2:48][CH3:49])=[CH:27][CH:26]=1.C([O-])(O)=O.[Na+]. (3) The reactants are: C[Mg]Br.[Br:4][C:5]1[CH:6]=[C:7]2[C:12](=[CH:13][C:14]=1[O:15][CH3:16])[O:11][C:10]([CH3:18])([CH3:17])[CH2:9][C:8]2=O.[C:20]1(C)C=CC(S(O)(=O)=O)=CC=1. Given the product [Br:4][C:5]1[CH:6]=[C:7]2[C:12](=[CH:13][C:14]=1[O:15][CH3:16])[O:11][C:10]([CH3:18])([CH3:17])[CH:9]=[C:8]2[CH3:20], predict the reactants needed to synthesize it.